From a dataset of Catalyst prediction with 721,799 reactions and 888 catalyst types from USPTO. Predict which catalyst facilitates the given reaction. (1) Reactant: [F:1][C:2]1[CH:10]=[CH:9][C:8]2[NH:7][C:6]3[CH:11]=[CH:12][NH:13][C:14](=[O:15])[C:5]=3[C:4]=2[CH:3]=1.C1C(=O)N([Br:23])C(=O)C1.[Al].O. Product: [Br:23][C:11]1[C:6]2[NH:7][C:8]3[CH:9]=[CH:10][C:2]([F:1])=[CH:3][C:4]=3[C:5]=2[C:14](=[O:15])[NH:13][CH:12]=1. The catalyst class is: 3. (2) The catalyst class is: 8. Reactant: [CH:1]([Si:4]([CH:19]([CH3:21])[CH3:20])([CH:16]([CH3:18])[CH3:17])[O:5][C:6]1[CH:11]=[CH:10][C:9]([CH3:12])=[C:8]([N+:13]([O-])=O)[CH:7]=1)([CH3:3])[CH3:2].[Sn](Cl)Cl.C(=O)([O-])O.[Na+]. Product: [CH3:12][C:9]1[CH:10]=[CH:11][C:6]([O:5][Si:4]([CH:16]([CH3:18])[CH3:17])([CH:19]([CH3:21])[CH3:20])[CH:1]([CH3:3])[CH3:2])=[CH:7][C:8]=1[NH2:13]. (3) Reactant: [CH3:1][NH:2][NH2:3].C(O)(C(F)(F)F)=O.[O:11]=[C:12]1[CH2:17][O:16][C:15]2[CH:18]=[CH:19][C:20]([C:22](=O)[CH2:23][C:24](=O)[CH3:25])=[CH:21][C:14]=2[NH:13]1. Product: [CH3:1][N:2]1[C:22]([C:20]2[CH:19]=[CH:18][C:15]3[O:16][CH2:17][C:12](=[O:11])[NH:13][C:14]=3[CH:21]=2)=[CH:23][C:24]([CH3:25])=[N:3]1. The catalyst class is: 41. (4) Reactant: [NH2:1][C:2]1[C:3]([I:16])=[C:4]([C:13]([Cl:15])=[O:14])[C:5]([I:12])=[C:6]([C:10]=1[I:11])[C:7]([Cl:9])=[O:8].[C:17]([O:20][CH2:21][C:22](Cl)=[O:23])(=[O:19])[CH3:18]. Product: [Cl:9][C:7]([C:6]1[C:10]([I:11])=[C:2]([NH:1][C:22]([CH2:21][O:20][C:17](=[O:19])[CH3:18])=[O:23])[C:3]([I:16])=[C:4]([C:13]([Cl:15])=[O:14])[C:5]=1[I:12])=[O:8]. The catalyst class is: 44. (5) Reactant: C(CCC1C(CCCCCCOC2C=C(C3C=CC(F)=C(F)C=3)C=C(C(=O)N(C)C)C=2)=CC=CC=1OCCCC(O)=O)(O)=O.C([O:47][C:48](=[O:102])[CH2:49][CH2:50][CH2:51][O:52][C:53]1[CH:58]=[CH:57][CH:56]=[C:55]([CH2:59][CH2:60][CH2:61][CH2:62][CH2:63][CH2:64][O:65][C:66]2[CH:71]=[C:70]([C:72](=[O:85])[NH:73][CH2:74][C:75]3[CH:80]=[CH:79][CH:78]=[CH:77][C:76]=3[O:81][CH:82]([F:84])[F:83])[CH:69]=[C:68]([C:86]3[CH:94]=[CH:93][C:89]4[O:90][CH2:91][O:92][C:88]=4[CH:87]=3)[CH:67]=2)[C:54]=1[CH2:95][CH2:96][C:97]([O:99]CC)=[O:98])C.[OH-].[Na+]. Product: [O:90]1[C:89]2[CH:93]=[CH:94][C:86]([C:68]3[CH:67]=[C:66]([CH:71]=[C:70]([C:72](=[O:85])[NH:73][CH2:74][C:75]4[CH:80]=[CH:79][CH:78]=[CH:77][C:76]=4[O:81][CH:82]([F:83])[F:84])[CH:69]=3)[O:65][CH2:64][CH2:63][CH2:62][CH2:61][CH2:60][CH2:59][C:55]3[C:54]([CH2:95][CH2:96][C:97]([OH:99])=[O:98])=[C:53]([CH:58]=[CH:57][CH:56]=3)[O:52][CH2:51][CH2:50][CH2:49][C:48]([OH:102])=[O:47])=[CH:87][C:88]=2[O:92][CH2:91]1. The catalyst class is: 242. (6) Reactant: [N:1]([CH2:4][CH:5]([C:7]1[CH:8]=[C:9]([C:13](=[O:34])[C:14](=[C:25]2[NH:29][C:28]3[CH:30]=[CH:31][CH:32]=[CH:33][C:27]=3[NH:26]2)[C:15]([C:17]2[CH:22]=[C:21]([F:23])[CH:20]=[C:19]([F:24])[CH:18]=2)=[O:16])[CH:10]=[CH:11][CH:12]=1)[OH:6])=[N+]=[N-].[H][H]. Product: [NH2:1][CH2:4][CH:5]([C:7]1[CH:8]=[C:9]([C:13](=[O:34])[C:14](=[C:25]2[NH:29][C:28]3[CH:30]=[CH:31][CH:32]=[CH:33][C:27]=3[NH:26]2)[C:15]([C:17]2[CH:22]=[C:21]([F:23])[CH:20]=[C:19]([F:24])[CH:18]=2)=[O:16])[CH:10]=[CH:11][CH:12]=1)[OH:6]. The catalyst class is: 849.